From a dataset of Full USPTO retrosynthesis dataset with 1.9M reactions from patents (1976-2016). Predict the reactants needed to synthesize the given product. Given the product [C:27]1([P:20](=[O:1])([C:14]2[CH:15]=[CH:16][CH:17]=[CH:18][CH:19]=2)[C:21]2[CH:26]=[CH:25][CH:24]=[CH:23][CH:22]=2)[CH:28]=[CH:29][CH:30]=[CH:31][CH:32]=1, predict the reactants needed to synthesize it. The reactants are: [OH:1]C1C=C(C=CC=1)C(N(OC)C)=O.[C:14]1([P:20]([C:27]2[CH:32]=[CH:31][CH:30]=[CH:29][CH:28]=2)[C:21]2[CH:26]=[CH:25][CH:24]=[CH:23][CH:22]=2)[CH:19]=[CH:18][CH:17]=[CH:16][CH:15]=1.N1C=CC=CC=1CO.N(C(OCC)=O)=NC(OCC)=O.